From a dataset of Full USPTO retrosynthesis dataset with 1.9M reactions from patents (1976-2016). Predict the reactants needed to synthesize the given product. (1) Given the product [Br:21][C:22]1[CH:23]=[C:24]([C:11]2[CH:12]=[CH:13][C:8]3[NH:7][C:6](=[O:17])[O:5][C:4]([CH:18]4[CH2:20][CH2:19]4)([CH:1]4[CH2:3][CH2:2]4)[C:9]=3[CH:10]=2)[CH:25]=[C:26]([F:28])[CH:27]=1, predict the reactants needed to synthesize it. The reactants are: [CH:1]1([C:4]2([CH:18]3[CH2:20][CH2:19]3)[C:9]3[CH:10]=[C:11](B(O)O)[CH:12]=[CH:13][C:8]=3[NH:7][C:6](=[O:17])[O:5]2)[CH2:3][CH2:2]1.[Br:21][C:22]1[CH:27]=[C:26]([F:28])[CH:25]=[C:24](Br)[CH:23]=1. (2) Given the product [CH3:26][S:27]([N:30]1[CH2:35][CH2:34][CH:33]([C:36]2[S:37][C:38]([C:41]3[CH:42]=[CH:43][C:44]([NH2:47])=[CH:45][CH:46]=3)=[CH:39][N:40]=2)[CH2:32][CH2:31]1)(=[O:29])=[O:28], predict the reactants needed to synthesize it. The reactants are: CC1OC(CC2CCC(C3SC(C4C=CC(N)=CC=4)=CN=3)CC2)=NN=1.[CH3:26][S:27]([N:30]1[CH2:35][CH2:34][CH:33]([C:36]2[S:37][C:38]([C:41]3[CH:46]=[CH:45][C:44]([N+:47]([O-])=O)=[CH:43][CH:42]=3)=[CH:39][N:40]=2)[CH2:32][CH2:31]1)(=[O:29])=[O:28]. (3) Given the product [C:1]([O:5][C:6](=[O:41])[NH:7][C@H:8]1[CH2:13][CH2:12][C@@H:11]([N:14]2[C:19](=[O:20])[C:18]3[CH:21]=[C:22]([F:25])[CH:23]=[N:24][C:17]=3[N:16]([C:26]3[CH:27]=[C:28]([C:32]4[CH:37]=[CH:36][C:35]([CH2:38][N:47]5[CH2:46][C@H:45]([CH3:49])[NH:44][C@H:43]([CH3:42])[CH2:48]5)=[CH:34][CH:33]=4)[CH:29]=[CH:30][CH:31]=3)[C:15]2=[O:40])[CH2:10][CH2:9]1)([CH3:4])([CH3:2])[CH3:3], predict the reactants needed to synthesize it. The reactants are: [C:1]([O:5][C:6](=[O:41])[NH:7][C@H:8]1[CH2:13][CH2:12][C@@H:11]([N:14]2[C:19](=[O:20])[C:18]3[CH:21]=[C:22]([F:25])[CH:23]=[N:24][C:17]=3[N:16]([C:26]3[CH:27]=[C:28]([C:32]4[CH:37]=[CH:36][C:35]([CH:38]=O)=[CH:34][CH:33]=4)[CH:29]=[CH:30][CH:31]=3)[C:15]2=[O:40])[CH2:10][CH2:9]1)([CH3:4])([CH3:3])[CH3:2].[CH3:42][C@H:43]1[CH2:48][NH:47][CH2:46][C@@H:45]([CH3:49])[NH:44]1. (4) The reactants are: [F:1][C:2]1[CH:7]=[CH:6][C:5]([CH:8]([C:44]2[CH:49]=[CH:48][C:47]([F:50])=[CH:46][CH:45]=2)[CH2:9][CH2:10][N:11]([CH2:36][CH2:37][C:38]2[CH:43]=[CH:42][CH:41]=[CH:40][N:39]=2)[C:12]([NH:14][C:15]2[S:16][C:17]([Cl:35])=[C:18]([C:20]3[CH:25]=[CH:24][C:23]([N:26]4[CH:30]=[C:29]([Si](C)(C)C)[N:28]=[N:27]4)=[CH:22][CH:21]=3)[N:19]=2)=[O:13])=[CH:4][CH:3]=1.[F-].C([N+](CCCC)(CCCC)CCCC)CCC. Given the product [F:1][C:2]1[CH:7]=[CH:6][C:5]([CH:8]([C:44]2[CH:45]=[CH:46][C:47]([F:50])=[CH:48][CH:49]=2)[CH2:9][CH2:10][N:11]([CH2:36][CH2:37][C:38]2[CH:43]=[CH:42][CH:41]=[CH:40][N:39]=2)[C:12]([NH:14][C:15]2[S:16][C:17]([Cl:35])=[C:18]([C:20]3[CH:21]=[CH:22][C:23]([N:26]4[CH:30]=[CH:29][N:28]=[N:27]4)=[CH:24][CH:25]=3)[N:19]=2)=[O:13])=[CH:4][CH:3]=1, predict the reactants needed to synthesize it.